Dataset: Peptide-MHC class I binding affinity with 185,985 pairs from IEDB/IMGT. Task: Regression. Given a peptide amino acid sequence and an MHC pseudo amino acid sequence, predict their binding affinity value. This is MHC class I binding data. The peptide sequence is VPAQNAIST. The MHC is HLA-B58:01 with pseudo-sequence HLA-B58:01. The binding affinity (normalized) is 0.0847.